From a dataset of Reaction yield outcomes from USPTO patents with 853,638 reactions. Predict the reaction yield, written as a fraction of the theoretical maximum amount of product (1.0 means a 100% yield; for example, 0.34 means a 34% yield). (1) The reactants are [N+:1]([C:4]1[CH:19]=[CH:18][C:7]([O:8][CH2:9][CH2:10][CH2:11][CH2:12][C:13]2[S:14][CH:15]=[CH:16][CH:17]=2)=[CH:6][CH:5]=1)([O-])=O.[C:20]([NH:27][C@:28]([CH3:34])([C:31](O)=[O:32])[CH2:29][OH:30])([O:22][C:23]([CH3:26])([CH3:25])[CH3:24])=[O:21].CN(C(ON1N=NC2C=CC=NC1=2)=[N+](C)C)C.F[P-](F)(F)(F)(F)F. The catalyst is CCN(C(C)C)C(C)C. The product is [S:14]1[CH:15]=[CH:16][CH:17]=[C:13]1[CH2:12][CH2:11][CH2:10][CH2:9][O:8][C:7]1[CH:18]=[CH:19][C:4]([NH:1][C:29]([C@:28]([NH:27][C:20](=[O:21])[O:22][C:23]([CH3:26])([CH3:25])[CH3:24])([CH3:34])[CH2:31][OH:32])=[O:30])=[CH:5][CH:6]=1. The yield is 0.620. (2) The reactants are [NH2:1][C:2]1[CH:10]=[CH:9][C:8]([Br:11])=[CH:7][C:3]=1[C:4](O)=[O:5].[CH:12]([NH2:14])=O. The catalyst is CCO. The product is [Br:11][C:8]1[CH:7]=[C:3]2[C:2](=[CH:10][CH:9]=1)[N:1]=[CH:12][NH:14][C:4]2=[O:5]. The yield is 0.810. (3) The reactants are C(OC([N:8]1[CH2:13][CH2:12][C:11]([CH2:15][C:16]2[CH:21]=[CH:20][C:19]([Cl:22])=[CH:18][CH:17]=2)([OH:14])[C:10]([CH3:24])([CH3:23])[CH2:9]1)=O)(C)(C)C.FC(F)(F)C(O)=O. The catalyst is C(Cl)Cl. The product is [Cl:22][C:19]1[CH:18]=[CH:17][C:16]([CH2:15][C:11]2([OH:14])[CH2:12][CH2:13][NH:8][CH2:9][C:10]2([CH3:23])[CH3:24])=[CH:21][CH:20]=1. The yield is 0.780. (4) The product is [Cl:27][C:22]1[CH:21]=[C:20]([C@@H:18]2[CH2:19][NH:15][CH2:16][C@H:17]2[C:28]([O:30][CH3:31])=[O:29])[CH:25]=[CH:24][C:23]=1[Cl:26]. The catalyst is ClCCCl. The yield is 0.980. The reactants are ClC(OC(Cl)C)=O.C([N:15]1[CH2:19][C@@H:18]([C:20]2[CH:25]=[CH:24][C:23]([Cl:26])=[C:22]([Cl:27])[CH:21]=2)[C@H:17]([C:28]([O:30][CH3:31])=[O:29])[CH2:16]1)C1C=CC=CC=1.